Dataset: Reaction yield outcomes from USPTO patents with 853,638 reactions. Task: Predict the reaction yield, written as a fraction of the theoretical maximum amount of product (1.0 means a 100% yield; for example, 0.34 means a 34% yield). (1) The reactants are Cl[S:2]([N:5]=[C:6]=[O:7])(=[O:4])=[O:3].[C:8]([OH:12])([CH3:11])([CH3:10])[CH3:9].[CH3:13][C:14]1[N:19]=[C:18]([C:20]2[CH:25]=[CH:24][N:23]=[C:22]([C:26]3[CH:27]=[C:28]([NH2:32])[CH:29]=[CH:30][CH:31]=3)[N:21]=2)[CH:17]=[C:16]([C:33]2[CH:38]=[CH:37][C:36]([C:39]([F:42])([F:41])[F:40])=[CH:35][CH:34]=2)[CH:15]=1.C(N(CC)CC)C. The catalyst is ClCCl. The product is [C:8]([O:12][C:6]([NH:5][S:2]([NH:32][C:28]1[CH:29]=[CH:30][CH:31]=[C:26]([C:22]2[N:21]=[C:20]([C:18]3[CH:17]=[C:16]([C:33]4[CH:38]=[CH:37][C:36]([C:39]([F:42])([F:41])[F:40])=[CH:35][CH:34]=4)[CH:15]=[C:14]([CH3:13])[N:19]=3)[CH:25]=[CH:24][N:23]=2)[CH:27]=1)(=[O:4])=[O:3])=[O:7])([CH3:11])([CH3:10])[CH3:9]. The yield is 0.350. (2) The product is [C:1]([C:3]1[CH:4]=[C:5]([CH:10]=[CH:11][C:12]=1[O:13][CH:16]([CH3:20])[CH3:17])[C:6]([O:8][CH3:9])=[O:7])#[N:2]. The yield is 0.990. The reactants are [C:1]([C:3]1[CH:4]=[C:5]([CH:10]=[CH:11][C:12]=1[OH:13])[C:6]([O:8][CH3:9])=[O:7])#[N:2].[BH4-].[Na+].[CH2:16]1[CH2:20]OC[CH2:17]1.CO. No catalyst specified. (3) The reactants are Br[C:2]1[CH:3]=[CH:4][C:5]([O:9][CH3:10])=[C:6]([CH:8]=1)[NH2:7].[CH3:11][PH:12](=[O:14])[CH3:13].P([O-])([O-])([O-])=O.[K+].[K+].[K+]. The catalyst is CN(C=O)C.C([O-])(=O)C.[Pd+2].C([O-])(=O)C.CC1(C)C2C(=C(P(C3C=CC=CC=3)C3C=CC=CC=3)C=CC=2)OC2C(P(C3C=CC=CC=3)C3C=CC=CC=3)=CC=CC1=2. The product is [CH3:11][P:12]([C:2]1[CH:3]=[CH:4][C:5]([O:9][CH3:10])=[C:6]([CH:8]=1)[NH2:7])([CH3:13])=[O:14]. The yield is 0.850. (4) The reactants are [H-].[Na+].[NH:3]1[C:11]2[C:6](=[CH:7][CH:8]=[CH:9][CH:10]=2)[CH2:5][CH2:4]1.[CH3:12]I. The catalyst is O1CCCC1.C(O)C. The product is [CH3:12][N:3]1[C:11]2[C:6](=[CH:7][CH:8]=[CH:9][CH:10]=2)[CH2:5][CH2:4]1. The yield is 0.600. (5) The reactants are [Br:1][C:2]1[CH:7]=[CH:6][C:5]([N+:8]([O-:10])=[O:9])=[C:4](F)[CH:3]=1.[NH2:12][CH2:13][C:14]1([C:17]([O:19][CH2:20][CH3:21])=[O:18])[CH2:16][CH2:15]1.C(=O)([O-])[O-].[K+].[K+]. The catalyst is O1CCCC1.O. The product is [Br:1][C:2]1[CH:7]=[CH:6][C:5]([N+:8]([O-:10])=[O:9])=[C:4]([NH:12][CH2:13][C:14]2([C:17]([O:19][CH2:20][CH3:21])=[O:18])[CH2:16][CH2:15]2)[CH:3]=1. The yield is 0.670. (6) The reactants are [OH:1][C:2]1[C:7]2[C@@:8]3([OH:45])[C@@:21]([O:25][CH3:26])([C@H:22]([OH:24])[CH2:23][C:6]=2[CH:5]=[C:4]([CH3:46])[C:3]=1[C:47]([O:49][CH3:50])=[O:48])[C:20](=[O:27])[C:19]1[C:10](=[CH:11][C:12]2[C:13](=[O:43])[C:14]([NH:30][C@@H:31]4[C@H:36]([O:37][CH3:38])[C@H:35]([OH:39])[C@@H:34]([O:40][CH3:41])[C@H:33]([CH3:42])[O:32]4)=[CH:15][C:16](=[O:29])[C:17]=2[C:18]=1[OH:28])[C:9]3=[O:44].C(=O)([O-])[O-].[K+].[K+].Cl.[N:58]1[CH:63]=[CH:62][CH:61]=[C:60]([CH2:64][Cl:65])[CH:59]=1. No catalyst specified. The product is [ClH:65].[OH:24][C@H:22]1[C@:21]2([O:25][CH3:26])[C@@:8]([OH:45])([C:9](=[O:44])[C:10]3[C:19]([C:20]2=[O:27])=[C:18]([OH:28])[C:17]2[C:16](=[O:29])[CH:15]=[C:14]([NH:30][C@@H:31]4[C@H:36]([O:37][CH3:38])[C@H:35]([OH:39])[C@@H:34]([O:40][CH3:41])[C@H:33]([CH3:42])[O:32]4)[C:13](=[O:43])[C:12]=2[CH:11]=3)[C:7]2[C:2]([O:1][CH2:64][C:60]3[CH:59]=[N:58][CH:63]=[CH:62][CH:61]=3)=[C:3]([C:47]([O:49][CH3:50])=[O:48])[C:4]([CH3:46])=[CH:5][C:6]=2[CH2:23]1. The yield is 0.310.